Regression. Given two drug SMILES strings and cell line genomic features, predict the synergy score measuring deviation from expected non-interaction effect. From a dataset of NCI-60 drug combinations with 297,098 pairs across 59 cell lines. (1) Drug 1: CN(CC1=CN=C2C(=N1)C(=NC(=N2)N)N)C3=CC=C(C=C3)C(=O)NC(CCC(=O)O)C(=O)O. Drug 2: CN(C(=O)NC(C=O)C(C(C(CO)O)O)O)N=O. Cell line: NCI/ADR-RES. Synergy scores: CSS=11.9, Synergy_ZIP=-0.550, Synergy_Bliss=3.84, Synergy_Loewe=-10.9, Synergy_HSA=0.671. (2) Drug 1: CN1C(=O)N2C=NC(=C2N=N1)C(=O)N. Drug 2: CC1=C(C(=CC=C1)Cl)NC(=O)C2=CN=C(S2)NC3=CC(=NC(=N3)C)N4CCN(CC4)CCO. Cell line: CAKI-1. Synergy scores: CSS=6.04, Synergy_ZIP=7.27, Synergy_Bliss=9.23, Synergy_Loewe=-4.18, Synergy_HSA=-1.53. (3) Drug 1: C1CC(C1)(C(=O)O)C(=O)O.[NH2-].[NH2-].[Pt+2]. Drug 2: C1=CC=C(C=C1)NC(=O)CCCCCCC(=O)NO. Cell line: SF-539. Synergy scores: CSS=28.0, Synergy_ZIP=-7.25, Synergy_Bliss=-1.63, Synergy_Loewe=-14.2, Synergy_HSA=-4.06. (4) Synergy scores: CSS=-12.6, Synergy_ZIP=2.37, Synergy_Bliss=-12.9, Synergy_Loewe=-13.7, Synergy_HSA=-16.7. Cell line: KM12. Drug 1: CC1=CC2C(CCC3(C2CCC3(C(=O)C)OC(=O)C)C)C4(C1=CC(=O)CC4)C. Drug 2: C1=NC(=NC(=O)N1C2C(C(C(O2)CO)O)O)N. (5) Drug 1: CCC1=CC2CC(C3=C(CN(C2)C1)C4=CC=CC=C4N3)(C5=C(C=C6C(=C5)C78CCN9C7C(C=CC9)(C(C(C8N6C)(C(=O)OC)O)OC(=O)C)CC)OC)C(=O)OC.C(C(C(=O)O)O)(C(=O)O)O. Drug 2: CC12CCC3C(C1CCC2OP(=O)(O)O)CCC4=C3C=CC(=C4)OC(=O)N(CCCl)CCCl.[Na+]. Cell line: MDA-MB-231. Synergy scores: CSS=32.4, Synergy_ZIP=-9.47, Synergy_Bliss=-0.123, Synergy_Loewe=-51.5, Synergy_HSA=0.433.